This data is from Reaction yield outcomes from USPTO patents with 853,638 reactions. The task is: Predict the reaction yield, written as a fraction of the theoretical maximum amount of product (1.0 means a 100% yield; for example, 0.34 means a 34% yield). The reactants are [C:1]1(=[O:11])[NH:5][C:4](=[O:6])[C:3]2=[CH:7][CH:8]=[CH:9][CH:10]=[C:2]12.[CH2:12]1[CH2:16][O:15][CH2:14][CH2:13]1. The catalyst is C[C@@H](N(C)C)[C]1[C](P(C2C=CC=CC=2)C2C=CC=CC=2)[CH][CH][CH]1.C1C=CC(P([C]2[CH][CH][CH][CH]2)C2C=CC=CC=2)=CC=1.[Fe].O. The product is [OH:15][C@@H:16]1[C:12]2[C:2](=[CH:10][CH:9]=[CH:14][CH:13]=2)[CH:3]=[CH:7][C@H:8]1[N:5]1[C:1](=[O:11])[C:2]2[C:3](=[CH:7][CH:8]=[CH:9][CH:10]=2)[C:4]1=[O:6]. The yield is 0.520.